This data is from Forward reaction prediction with 1.9M reactions from USPTO patents (1976-2016). The task is: Predict the product of the given reaction. (1) Given the reactants [CH3:1][C:2]1([CH3:7])[NH:6][CH2:5][CH2:4][S:3]1.[C:8]([OH:15])(=[O:14])[CH2:9][CH2:10][C:11]([NH2:13])=[O:12], predict the reaction product. The product is: [C:8]1(=[O:15])[O:14][C:11](=[O:12])[CH2:10][CH2:9]1.[CH3:1][C:2]1([CH3:7])[NH:6][CH2:5][CH2:4][S:3]1.[CH3:1][C:2]1([CH3:7])[NH:6][CH2:5][CH2:4][S:3]1.[C:8]([OH:15])(=[O:14])/[CH:9]=[CH:10]\[C:11]([NH2:13])=[O:12]. (2) Given the reactants [Al+3].[Cl-].[Cl-].[Cl-].CC(O[C:9]([CH3:11])=[O:10])=O.[Br:12][C:13]1[CH:14]=[C:15]2[C:19](=[CH:20][CH:21]=1)[N:18]([S:22]([C:25]1[CH:30]=[CH:29][CH:28]=[CH:27][CH:26]=1)(=[O:24])=[O:23])[CH:17]=[CH:16]2, predict the reaction product. The product is: [Br:12][C:13]1[CH:14]=[C:15]2[C:19](=[CH:20][CH:21]=1)[N:18]([S:22]([C:25]1[CH:30]=[CH:29][CH:28]=[CH:27][CH:26]=1)(=[O:24])=[O:23])[CH:17]=[C:16]2[C:9](=[O:10])[CH3:11]. (3) Given the reactants [NH2:1][C:2]1[C:23]([Br:24])=[CH:22][C:5]2[C:6]([C:17]([O:19][CH2:20][CH3:21])=[O:18])=[C:7]([C:9]3[CH:14]=[CH:13][C:12]([F:15])=[CH:11][C:10]=3[F:16])[O:8][C:4]=2[CH:3]=1.N1C=CC=CC=1.[CH3:31][S:32](Cl)(=[O:34])=[O:33].Cl, predict the reaction product. The product is: [Br:24][C:23]1[C:2]([NH:1][S:32]([CH3:31])(=[O:34])=[O:33])=[CH:3][C:4]2[O:8][C:7]([C:9]3[CH:14]=[CH:13][C:12]([F:15])=[CH:11][C:10]=3[F:16])=[C:6]([C:17]([O:19][CH2:20][CH3:21])=[O:18])[C:5]=2[CH:22]=1. (4) Given the reactants [OH:1][C:2]1[CH:10]=[CH:9][C:8]2[N:7]3[CH2:11][CH2:12][CH:13]([CH2:14][C:15]([O:17][C:18]([CH3:21])([CH3:20])[CH3:19])=[O:16])[C:6]3=[CH:5][C:4]=2[CH:3]=1.Cl[CH2:23][C:24]1[CH:29]=[CH:28][C:27]([CH:30]2[CH2:34][CH2:33][CH2:32][CH2:31]2)=[C:26]([C:35]([F:38])([F:37])[F:36])[CH:25]=1.C(=O)([O-])[O-].[Cs+].[Cs+], predict the reaction product. The product is: [CH:30]1([C:27]2[CH:28]=[CH:29][C:24]([CH2:23][O:1][C:2]3[CH:10]=[CH:9][C:8]4[N:7]5[CH2:11][CH2:12][CH:13]([CH2:14][C:15]([O:17][C:18]([CH3:21])([CH3:20])[CH3:19])=[O:16])[C:6]5=[CH:5][C:4]=4[CH:3]=3)=[CH:25][C:26]=2[C:35]([F:36])([F:37])[F:38])[CH2:31][CH2:32][CH2:33][CH2:34]1. (5) The product is: [NH2:13][C:12]1[CH:14]=[C:15]([C:17]2[S:21][C:20]([C:27]3([OH:30])[CH2:26][CH2:25][CH:24]([C:31]([OH:33])=[O:32])[C:23]([CH3:22])([CH3:34])[CH:28]3[CH3:29])=[N:19][CH:18]=2)[CH:16]=[C:10]([CH3:9])[CH:11]=1. Given the reactants C([N-]C(C)C)(C)C.[Li+].[CH3:9][C:10]1[CH:11]=[C:12]([CH:14]=[C:15]([C:17]2[S:21][CH:20]=[N:19][CH:18]=2)[CH:16]=1)[NH2:13].[CH3:22][C:23]1([CH3:34])[CH:28]([CH3:29])[C:27](=[O:30])[CH2:26][CH2:25][CH:24]1[C:31]([OH:33])=[O:32], predict the reaction product. (6) The product is: [N+:8]1([O-:22])[C:13]2[CH:14]=[C:15]3[C:19](=[CH:20][C:12]=2[N:11]=[CH:10][N:9]=1)[CH2:18][CH2:17][CH2:16]3. Given the reactants N(OC(C)(C)C)=O.[N+:8]1([O-:22])[C:13]2[CH:14]=[C:15]3[C:19](=[CH:20][C:12]=2[N:11]=[C:10](N)[N:9]=1)[CH2:18][CH2:17][CH2:16]3, predict the reaction product.